This data is from Reaction yield outcomes from USPTO patents with 853,638 reactions. The task is: Predict the reaction yield, written as a fraction of the theoretical maximum amount of product (1.0 means a 100% yield; for example, 0.34 means a 34% yield). (1) The reactants are [CH2:1]([NH:8][C@H:9]([C:21]([O:23][CH2:24][C:25]1[CH:30]=[CH:29][CH:28]=[CH:27][CH:26]=1)=[O:22])[CH2:10][C:11](OCC1C=CC=CC=1)=[O:12])[C:2]1[CH:7]=[CH:6][CH:5]=[CH:4][CH:3]=1.C([Mg]Cl)(C)(C)C. The catalyst is CCOCC. The product is [CH2:1]([N:8]1[C:11](=[O:12])[CH2:10][C@H:9]1[C:21]([O:23][CH2:24][C:25]1[CH:30]=[CH:29][CH:28]=[CH:27][CH:26]=1)=[O:22])[C:2]1[CH:7]=[CH:6][CH:5]=[CH:4][CH:3]=1. The yield is 0.950. (2) The reactants are [C:1]([C:5]1[CH:10]=[C:9]([C:11]2[CH:16]=[CH:15][CH:14]=[CH:13][C:12]=2[O:17][CH2:18][CH3:19])[C:8]([N+:20]([O-])=O)=[CH:7][C:6]=1[OH:23])([CH3:4])([CH3:3])[CH3:2]. The catalyst is CO.[Ni]. The product is [C:1]([C:5]1[CH:10]=[C:9]([C:11]2[CH:16]=[CH:15][CH:14]=[CH:13][C:12]=2[O:17][CH2:18][CH3:19])[C:8]([NH2:20])=[CH:7][C:6]=1[OH:23])([CH3:3])([CH3:2])[CH3:4]. The yield is 0.920. (3) The reactants are [CH3:1][C@H:2]([NH:7][C:8]([C:10]1[C:18]2[C:13](=[N:14][CH:15]=[C:16]([C:19]3[S:20][C:21]([C:24](=[O:33])[NH:25][CH2:26][C:27]4[CH:32]=[CH:31][CH:30]=[CH:29][CH:28]=4)=[CH:22][CH:23]=3)[N:17]=2)[N:12](COCC[Si](C)(C)C)[CH:11]=1)=[O:9])[C:3]([CH3:6])([CH3:5])[CH3:4].FC(F)(F)C(O)=O.C([O-])(=O)C.[Na+].O. The catalyst is ClCCl.C(OCC)(=O)C. The product is [CH3:1][C@H:2]([NH:7][C:8]([C:10]1[C:18]2[C:13](=[N:14][CH:15]=[C:16]([C:19]3[S:20][C:21]([C:24](=[O:33])[NH:25][CH2:26][C:27]4[CH:32]=[CH:31][CH:30]=[CH:29][CH:28]=4)=[CH:22][CH:23]=3)[N:17]=2)[NH:12][CH:11]=1)=[O:9])[C:3]([CH3:6])([CH3:5])[CH3:4]. The yield is 0.790. (4) The reactants are Br[CH2:2][CH2:3][OH:4].[CH2:5]([NH:7][CH:8]1[CH2:13][CH2:12][N:11]([C:14]([O:16][C:17]([CH3:20])([CH3:19])[CH3:18])=[O:15])[CH2:10][CH2:9]1)[CH3:6].C([O-])([O-])=O.[Na+].[Na+]. The catalyst is C(#N)C. The product is [CH2:5]([N:7]([CH2:2][CH2:3][OH:4])[CH:8]1[CH2:13][CH2:12][N:11]([C:14]([O:16][C:17]([CH3:19])([CH3:18])[CH3:20])=[O:15])[CH2:10][CH2:9]1)[CH3:6]. The yield is 0.840. (5) The reactants are [OH:1][C:2]1[CH:3]=[C:4]([C:14]2[N:15](C(OC(C)(C)C)=O)[C:16]([C:19]3[S:20][CH:21]=[CH:22][N:23]=3)=[CH:17][CH:18]=2)[CH:5]=[C:6]([O:8][C@@H:9]([CH3:13])[CH2:10][O:11][CH3:12])[CH:7]=1.[F:31][C:32]1[CH:33]=[C:34]([CH:39]=[CH:40][C:41]=1F)[C:35]([O:37][CH3:38])=[O:36].[H-].[Na+].O. The catalyst is CS(C)=O. The product is [F:31][C:32]1[CH:33]=[C:34]([CH:39]=[CH:40][C:41]=1[O:1][C:2]1[CH:3]=[C:4]([C:14]2[NH:15][C:16]([C:19]3[S:20][CH:21]=[CH:22][N:23]=3)=[CH:17][CH:18]=2)[CH:5]=[C:6]([O:8][C@@H:9]([CH3:13])[CH2:10][O:11][CH3:12])[CH:7]=1)[C:35]([O:37][CH3:38])=[O:36]. The yield is 0.180. (6) The reactants are [OH:1][CH2:2][CH:3]1[CH2:8][CH2:7][NH:6][CH2:5][CH2:4]1.C(N(CC)CC)C.[C:16]([O:20][C:21](O[C:21]([O:20][C:16]([CH3:19])([CH3:18])[CH3:17])=[O:22])=[O:22])([CH3:19])([CH3:18])[CH3:17]. The catalyst is C(Cl)Cl. The product is [C:16]([O:20][C:21]([N:6]1[CH2:7][CH2:8][CH:3]([CH2:2][OH:1])[CH2:4][CH2:5]1)=[O:22])([CH3:19])([CH3:18])[CH3:17]. The yield is 0.990. (7) The reactants are [CH3:1][CH:2]([CH3:14])[CH:3](O)[CH2:4][CH2:5][NH:6][C:7]1[CH:12]=[CH:11][CH:10]=[CH:9][CH:8]=1.[OH-].[Na+]. The catalyst is OS(O)(=O)=O. The product is [CH3:1][C:2]1([CH3:14])[CH2:3][CH2:4][CH2:5][NH:6][C:7]2[CH:12]=[CH:11][CH:10]=[CH:9][C:8]1=2. The yield is 0.0800. (8) The reactants are [CH3:1][O:2][C:3]1[CH:11]=[C:10]2[C:6]([CH2:7][CH2:8][NH:9]2)=[CH:5][C:4]=1[N+:12]([O-:14])=[O:13].C(=O)([O-])[O-].[K+].[K+].Br[CH2:22][C:23](Cl)=[O:24].[CH3:26][NH:27][CH3:28]. The catalyst is C1COCC1.C(OCC)(=O)C. The product is [CH3:26][N:27]([CH3:28])[CH2:22][C:23]([N:9]1[C:10]2[C:6](=[CH:5][C:4]([N+:12]([O-:14])=[O:13])=[C:3]([O:2][CH3:1])[CH:11]=2)[CH2:7][CH2:8]1)=[O:24]. The yield is 0.350. (9) The reactants are [Cl:1][C:2]1[CH:7]=[C:6]([N:8]2[CH2:12][CH2:11][NH:10][C:9]2=[O:13])[CH:5]=[CH:4][N:3]=1.Br[C:15]1[CH:16]=[N:17][CH:18]=[CH:19][C:20]=1[C:21]1([OH:26])[CH2:25][CH2:24][CH2:23][CH2:22]1.CN[C@@H]1CCCC[C@H]1NC.P([O-])([O-])([O-])=O.[K+].[K+].[K+]. The catalyst is [Cu](I)I.O1CCOCC1. The product is [Cl:1][C:2]1[CH:7]=[C:6]([N:8]2[CH2:12][CH2:11][N:10]([C:15]3[CH:16]=[N:17][CH:18]=[CH:19][C:20]=3[C:21]3([OH:26])[CH2:25][CH2:24][CH2:23][CH2:22]3)[C:9]2=[O:13])[CH:5]=[CH:4][N:3]=1. The yield is 0.110. (10) The reactants are C(O)(=O)C.[Cl:5][C:6]1[CH:19]=[CH:18][C:9]([CH2:10][C:11]2[CH:12]=[C:13]([CH:16]=O)[S:14][CH:15]=2)=[CH:8][CH:7]=1.[S:20]1[CH2:26][C:24](=[O:25])[NH:23][C:21]1=[S:22].C([O-])(=O)C.[Na+]. The catalyst is O. The product is [Cl:5][C:6]1[CH:19]=[CH:18][C:9]([CH2:10][C:11]2[CH:12]=[C:13]([CH:16]=[C:26]3[S:20][C:21](=[S:22])[NH:23][C:24]3=[O:25])[S:14][CH:15]=2)=[CH:8][CH:7]=1. The yield is 0.810.